Dataset: Catalyst prediction with 721,799 reactions and 888 catalyst types from USPTO. Task: Predict which catalyst facilitates the given reaction. (1) Reactant: [CH2:1]([O:3][C:4]1[C:8]([CH2:9][CH2:10][C:11](OCC)=[O:12])=[CH:7][N:6]([C:16]2[CH:21]=[CH:20][C:19]([C:22]([F:25])([F:24])[F:23])=[CH:18][CH:17]=2)[N:5]=1)[CH3:2].[H-].C([Al+]CC(C)C)C(C)C.Cl. Product: [CH2:1]([O:3][C:4]1[C:8]([CH2:9][CH2:10][CH2:11][OH:12])=[CH:7][N:6]([C:16]2[CH:21]=[CH:20][C:19]([C:22]([F:24])([F:25])[F:23])=[CH:18][CH:17]=2)[N:5]=1)[CH3:2]. The catalyst class is: 188. (2) Reactant: [Br:1][C:2]1[CH:7]=[CH:6][C:5]([NH:8]C(=O)C)=[CH:4][C:3]=1[O:12][CH2:13][CH2:14][N:15]1[CH2:20][CH2:19][CH2:18][CH2:17][CH2:16]1.Cl. Product: [Br:1][C:2]1[CH:7]=[CH:6][C:5]([NH2:8])=[CH:4][C:3]=1[O:12][CH2:13][CH2:14][N:15]1[CH2:20][CH2:19][CH2:18][CH2:17][CH2:16]1. The catalyst class is: 6. (3) Reactant: [F:1][C:2]1[CH:7]=[CH:6][C:5]([F:8])=[CH:4][C:3]=1[C:9]1[CH:14]=[CH:13][CH:12]=[CH:11][C:10]=1[C:15](=O)[CH3:16].C([O-])(=O)C.[NH4+].C([BH3-])#[N:24].[Na+]. Product: [F:1][C:2]1[CH:7]=[CH:6][C:5]([F:8])=[CH:4][C:3]=1[C:9]1[CH:14]=[CH:13][CH:12]=[CH:11][C:10]=1[CH:15]([NH2:24])[CH3:16]. The catalyst class is: 5. (4) Reactant: I[N:2]1[C:12](=[O:13])[C:11]2[C:6](=[CH:7][CH:8]=[CH:9][CH:10]=2)[S:3]1(=[O:5])=[O:4].C=CC1C=CC=CC=1.O. Product: [S:3]1([C:6]2[C:11](=[CH:10][CH:9]=[CH:8][CH:7]=2)[C:12](=[O:13])[NH:2]1)(=[O:4])=[O:5]. The catalyst class is: 21. (5) Reactant: [Br:1][C:2]1[CH:3]=[C:4]2[C:9](=[CH:10][CH:11]=1)[C:8](=[O:12])[NH:7][C:6](=[O:13])/[C:5]/2=[CH:14]/OC.[NH2:17][CH2:18][C:19]1[CH:20]=[CH:21][C:22]([O:26][CH2:27][CH2:28][O:29][CH3:30])=[C:23]([OH:25])[CH:24]=1.[CH2:31](N(CC)CC)C. Product: [Br:1][C:2]1[CH:3]=[C:4]2[C:9](=[CH:10][CH:11]=1)[C:8](=[O:12])[NH:7][C:6](=[O:13])/[C:5]/2=[CH:14]\[NH:17][CH2:18][C:19]1[CH:20]=[CH:21][C:22]([O:26][CH2:27][CH2:28][O:29][CH2:30][CH3:31])=[C:23]([OH:25])[CH:24]=1. The catalyst class is: 3. (6) Reactant: [CH3:1][O:2][C:3]1[N:8]=[CH:7][C:6]([OH:9])=[CH:5][CH:4]=1.[F:10][C:11]1[CH:12]=[C:13]([N+:18]([O-:20])=[O:19])[CH:14]=[CH:15][C:16]=1F.C(=O)([O-])[O-].[Cs+].[Cs+].O. Product: [F:10][C:11]1[CH:12]=[C:13]([N+:18]([O-:20])=[O:19])[CH:14]=[CH:15][C:16]=1[O:9][C:6]1[CH:5]=[CH:4][C:3]([O:2][CH3:1])=[N:8][CH:7]=1. The catalyst class is: 60.